From a dataset of Catalyst prediction with 721,799 reactions and 888 catalyst types from USPTO. Predict which catalyst facilitates the given reaction. (1) Reactant: Cl.[CH:2]([NH2:4])=[NH:3].[C:5](OCC)(=[O:13])[C:6]#[C:7][C:8]([O:10][CH2:11][CH3:12])=[O:9].C(N(CC)CC)C. Product: [OH:13][C:5]1[N:4]=[CH:2][N:3]=[C:7]([C:8]([O:10][CH2:11][CH3:12])=[O:9])[CH:6]=1. The catalyst class is: 10. (2) Reactant: [CH3:1][N:2]1[C:10]2[C:5](=[CH:6][C:7]([NH2:11])=[CH:8][CH:9]=2)[CH:4]=[C:3]1[C:12]1([CH3:15])[CH2:14][CH2:13]1.[O:16]1[C:20]2[CH:21]=[CH:22][C:23]([C:25]3([C:28](O)=[O:29])[CH2:27][CH2:26]3)=[CH:24][C:19]=2[O:18][CH2:17]1.C(N(CC)CC)C.F[P-](F)(F)(F)(F)F.C[N+](C)=C(N(C)C)O. Product: [O:16]1[C:20]2[CH:21]=[CH:22][C:23]([C:25]3([C:28]([NH:11][C:7]4[CH:6]=[C:5]5[C:10](=[CH:9][CH:8]=4)[N:2]([CH3:1])[C:3]([C:12]4([CH3:15])[CH2:13][CH2:14]4)=[CH:4]5)=[O:29])[CH2:26][CH2:27]3)=[CH:24][C:19]=2[O:18][CH2:17]1. The catalyst class is: 9. (3) Reactant: [CH3:1][S:2]([C:5]1[CH:10]=[CH:9][C:8]([C:11]2[N:12]=[CH:13][C:14]([O:17][CH:18]([CH:20]3[CH2:25][CH2:24][N:23]([C:26]([O:28][CH:29]([CH3:31])[CH3:30])=[O:27])[CH2:22][CH2:21]3)[CH3:19])=[N:15][CH:16]=2)=[CH:7][CH:6]=1)(=[O:4])=[O:3].C(=O)=O. Product: [CH3:1][S:2]([C:5]1[CH:10]=[CH:9][C:8]([C:11]2[N:12]=[CH:13][C:14]([O:17][C@@H:18]([CH:20]3[CH2:25][CH2:24][N:23]([C:26]([O:28][CH:29]([CH3:31])[CH3:30])=[O:27])[CH2:22][CH2:21]3)[CH3:19])=[N:15][CH:16]=2)=[CH:7][CH:6]=1)(=[O:4])=[O:3]. The catalyst class is: 5. (4) Reactant: [Cl:1][C:2]1[CH:7]=[CH:6][C:5]([C:8]2[CH:13]=[CH:12][CH:11]=[CH:10][C:9]=2[S:14]([NH:17][C:18]2[CH:27]=[CH:26][C:25]([O:28][CH3:29])=[C:24]3[C:19]=2[CH2:20][CH2:21][C@H:22]([NH:30][C:31](=O)OCC)[CH2:23]3)(=[O:16])=[O:15])=[CH:4][CH:3]=1. Product: [Cl:1][C:2]1[CH:3]=[CH:4][C:5]([C:8]2[C:9]([S:14]([NH:17][C:18]3[C:19]4[CH2:20][CH2:21][C@H:22]([NH:30][CH3:31])[CH2:23][C:24]=4[C:25]([O:28][CH3:29])=[CH:26][CH:27]=3)(=[O:15])=[O:16])=[CH:10][CH:11]=[CH:12][CH:13]=2)=[CH:6][CH:7]=1. The catalyst class is: 1. (5) Reactant: Cl.[NH2:2][OH:3].[C:4]([Si:8]([CH3:24])([CH3:23])[O:9][CH2:10][C:11]1[CH:16]=[CH:15][C:14]([C:17](=O)[C:18]([F:21])([F:20])[F:19])=[CH:13][CH:12]=1)([CH3:7])([CH3:6])[CH3:5]. Product: [C:4]([Si:8]([CH3:24])([CH3:23])[O:9][CH2:10][C:11]1[CH:16]=[CH:15][C:14]([C:17](=[N:2][OH:3])[C:18]([F:21])([F:20])[F:19])=[CH:13][CH:12]=1)([CH3:7])([CH3:6])[CH3:5]. The catalyst class is: 17.